Dataset: Forward reaction prediction with 1.9M reactions from USPTO patents (1976-2016). Task: Predict the product of the given reaction. (1) Given the reactants [NH:1]1[CH2:6][CH2:5][C:4]2([O:11][C:10]3[C:12]4[C:17]([C:18](=[O:21])[C:19](=[O:20])[C:9]=3[S:8][CH2:7]2)=[CH:16][CH:15]=[CH:14][CH:13]=4)[CH2:3][CH2:2]1.[O:22]1[CH:26]=[CH:25][C:24]([C:27](Cl)=[O:28])=[CH:23]1, predict the reaction product. The product is: [O:22]1[CH:26]=[CH:25][C:24]([C:27]([N:1]2[CH2:2][CH2:3][C:4]3([O:11][C:10]4[C:12]5[C:17]([C:18](=[O:21])[C:19](=[O:20])[C:9]=4[S:8][CH2:7]3)=[CH:16][CH:15]=[CH:14][CH:13]=5)[CH2:5][CH2:6]2)=[O:28])=[CH:23]1. (2) Given the reactants ClC1C=CC2SC=C(C[N:10]3CCN(C4SC(C(O)=O)=C(C)N=4)C3=O)C=2C=1.[F:27][C:28]1[CH:49]=[CH:48][C:31]([CH2:32][N:33]2[CH2:37][CH2:36][N:35]([C:38]3[S:39][C:40]([C:44](O)=[O:45])=[C:41]([CH3:43])[N:42]=3)[C:34]2=[O:47])=[CH:30][CH:29]=1.[Cl-].[NH4+], predict the reaction product. The product is: [F:27][C:28]1[CH:49]=[CH:48][C:31]([CH2:32][N:33]2[CH2:37][CH2:36][N:35]([C:38]3[S:39][C:40]([C:44]([NH2:10])=[O:45])=[C:41]([CH3:43])[N:42]=3)[C:34]2=[O:47])=[CH:30][CH:29]=1. (3) Given the reactants [Mg].[CH3:2]I.[Cl:4][CH2:5][CH2:6][CH2:7][O:8][C:9]1[CH:16]=[CH:15][C:12]([CH:13]=[O:14])=[CH:11][C:10]=1[O:17][CH3:18].Cl, predict the reaction product. The product is: [Cl:4][CH2:5][CH2:6][CH2:7][O:8][C:9]1[CH:16]=[CH:15][C:12]([CH:13]([OH:14])[CH3:2])=[CH:11][C:10]=1[O:17][CH3:18]. (4) Given the reactants [C:1]([O:4][C@H:5]([C@H:7]([O:21][CH2:22][C:23]1[CH:28]=[CH:27][CH:26]=[CH:25][CH:24]=1)[C@@H:8]([O:13][CH2:14][C:15]1[CH:20]=[CH:19][CH:18]=[CH:17][CH:16]=1)[CH2:9][CH2:10]C=C)[CH3:6])(=[O:3])[CH3:2].B1C2CCCC1CCC2.P([O-])([O-])([O-])=O.[K+].[K+].[K+].Br/[CH:47]=[C:48](\[NH:53][C:54]([O:56][C:57]([CH3:60])([CH3:59])[CH3:58])=[O:55])/[C:49]([O:51][CH3:52])=[O:50], predict the reaction product. The product is: [C:1]([O:4][C@@H:5]([CH3:6])[C@H:7]([O:21][CH2:22][C:23]1[CH:28]=[CH:27][CH:26]=[CH:25][CH:24]=1)[C@@H:8]([O:13][CH2:14][C:15]1[CH:20]=[CH:19][CH:18]=[CH:17][CH:16]=1)[CH2:9][CH2:10]/[CH:47]=[C:48](\[NH:53][C:54]([O:56][C:57]([CH3:60])([CH3:59])[CH3:58])=[O:55])/[C:49]([O:51][CH3:52])=[O:50])(=[O:3])[CH3:2]. (5) Given the reactants [I:1][C:2]1[CH:3]=[CH:4][C:5]2[CH:19]3[CH2:20][CH:17]([CH2:18]3)[C:8]3[NH:9][C:10]([C:12]([O:14][CH2:15][CH3:16])=[O:13])=[N:11][C:7]=3[C:6]=2[CH:21]=1.C(=O)([O-])[O-].[K+].[K+].[I-].[Na+].Cl[CH2:31][C:32]1[C:40]2[C:35](=[CH:36][CH:37]=[CH:38][CH:39]=2)[N:34]([CH3:41])[N:33]=1, predict the reaction product. The product is: [I:1][C:2]1[CH:3]=[CH:4][C:5]2[CH:19]3[CH2:18][CH:17]([CH2:20]3)[C:8]3[N:9]([CH2:31][C:32]4[C:40]5[C:35](=[CH:36][CH:37]=[CH:38][CH:39]=5)[N:34]([CH3:41])[N:33]=4)[C:10]([C:12]([O:14][CH2:15][CH3:16])=[O:13])=[N:11][C:7]=3[C:6]=2[CH:21]=1. (6) The product is: [CH:1](=[CH:14][C:13](=[O:15])[CH2:12][C:9](=[O:11])[CH3:10])[C:2]1[CH:7]=[CH:6][CH:5]=[CH:4][CH:3]=1. Given the reactants [CH:1](=O)[C:2]1[CH:7]=[CH:6][CH:5]=[CH:4][CH:3]=1.[C:9]([CH2:12][C:13](=[O:15])[CH3:14])(=[O:11])[CH3:10].N1CCCCC1, predict the reaction product. (7) Given the reactants [OH:1][C:2]1[CH:7]=[C:6]([CH3:8])[C:5]([C:9]2[N:10]=[C:11]([NH:14][C:15](=[O:22])[C:16]3[CH:21]=[CH:20][N:19]=[CH:18][CH:17]=3)[S:12][CH:13]=2)=[C:4]([CH3:23])[CH:3]=1.Br[C:25]1[CH:30]=[N:29][C:28]([O:31][CH2:32][CH2:33][O:34][CH3:35])=[CH:27][N:26]=1.C(=O)([O-])[O-].[K+].[K+], predict the reaction product. The product is: [CH3:35][O:34][CH2:33][CH2:32][O:31][C:28]1[N:29]=[CH:30][C:25]([O:1][C:2]2[CH:3]=[C:4]([CH3:23])[C:5]([C:9]3[N:10]=[C:11]([NH:14][C:15](=[O:22])[C:16]4[CH:21]=[CH:20][N:19]=[CH:18][CH:17]=4)[S:12][CH:13]=3)=[C:6]([CH3:8])[CH:7]=2)=[N:26][CH:27]=1. (8) The product is: [Br:1][C:24]1[C:25](=[O:27])[NH:26][C:21]([CH2:20][C:19]([N:11]2[C:12]3[C:17](=[CH:16][CH:15]=[CH:14][CH:13]=3)[CH2:18][C@@H:10]2[CH3:9])=[O:34])=[N:22][C:23]=1[N:28]1[CH2:29][CH2:30][O:31][CH2:32][CH2:33]1. Given the reactants [Br:1]N1C(=O)CCC1=O.[CH3:9][C@H:10]1[CH2:18][C:17]2[C:12](=[CH:13][CH:14]=[CH:15][CH:16]=2)[N:11]1[C:19](=[O:34])[CH2:20][C:21]1[NH:26][C:25](=[O:27])[CH:24]=[C:23]([N:28]2[CH2:33][CH2:32][O:31][CH2:30][CH2:29]2)[N:22]=1.O.ClCCl, predict the reaction product. (9) Given the reactants S(=O)(=O)(O)O.[Br:6][C:7]1[CH:15]=[CH:14][C:10]([C:11]([OH:13])=[O:12])=[C:9]([CH3:16])[CH:8]=1.[C:17](=O)([O-])O.[Na+], predict the reaction product. The product is: [Br:6][C:7]1[CH:15]=[CH:14][C:10]([C:11]([O:13][CH3:17])=[O:12])=[C:9]([CH3:16])[CH:8]=1.